This data is from NCI-60 drug combinations with 297,098 pairs across 59 cell lines. The task is: Regression. Given two drug SMILES strings and cell line genomic features, predict the synergy score measuring deviation from expected non-interaction effect. Drug 1: C1=CC(=CC=C1CCCC(=O)O)N(CCCl)CCCl. Drug 2: CCC(=C(C1=CC=CC=C1)C2=CC=C(C=C2)OCCN(C)C)C3=CC=CC=C3.C(C(=O)O)C(CC(=O)O)(C(=O)O)O. Cell line: SK-OV-3. Synergy scores: CSS=17.5, Synergy_ZIP=-2.87, Synergy_Bliss=-1.77, Synergy_Loewe=-1.00, Synergy_HSA=-0.875.